This data is from Full USPTO retrosynthesis dataset with 1.9M reactions from patents (1976-2016). The task is: Predict the reactants needed to synthesize the given product. (1) The reactants are: O[C:2]1[C:3]2[N:11]=[CH:10][CH:9]=[C:8]([C:12]([NH2:14])=[O:13])[C:4]=2[N:5]=[CH:6][N:7]=1.[NH2:15][CH:16]1[CH:21]([C:22]2[CH:27]=[CH:26][CH:25]=[C:24]([C:28]([F:31])([F:30])[F:29])[CH:23]=2)[CH2:20][CH2:19][N:18](C(OC(C)(C)C)=O)[CH2:17]1. Given the product [F:31][C:28]([F:29])([F:30])[C:24]1[CH:23]=[C:22]([CH:21]2[CH2:20][CH2:19][NH:18][CH2:17][CH:16]2[NH:15][C:2]2[C:3]3[N:11]=[CH:10][CH:9]=[C:8]([C:12]([NH2:14])=[O:13])[C:4]=3[N:5]=[CH:6][N:7]=2)[CH:27]=[CH:26][CH:25]=1, predict the reactants needed to synthesize it. (2) The reactants are: [CH3:1][O:2][C:3]1[CH:4]=[C:5]2[C:10](=[C:11]([N:13]3[CH2:18][CH2:17][N:16]([CH2:19][C:20]([F:23])([F:22])[F:21])[CH2:15][CH2:14]3)[CH:12]=1)[O:9][CH:8]([C:24]([OH:26])=O)[CH2:7][CH2:6]2.[N:27]1([C:33]2[CH:38]=[CH:37][C:36]([NH2:39])=[CH:35][CH:34]=2)[CH2:32][CH2:31][O:30][CH2:29][CH2:28]1.C(N(CC)CC)C.CN(C(ON1N=NC2C=CC=NC1=2)=[N+](C)C)C.F[P-](F)(F)(F)(F)F. Given the product [CH3:1][O:2][C:3]1[CH:4]=[C:5]2[C:10](=[C:11]([N:13]3[CH2:18][CH2:17][N:16]([CH2:19][C:20]([F:22])([F:23])[F:21])[CH2:15][CH2:14]3)[CH:12]=1)[O:9][CH:8]([C:24]([NH:39][C:36]1[CH:35]=[CH:34][C:33]([N:27]3[CH2:32][CH2:31][O:30][CH2:29][CH2:28]3)=[CH:38][CH:37]=1)=[O:26])[CH2:7][CH2:6]2, predict the reactants needed to synthesize it. (3) The reactants are: [NH2:1][C:2]1[CH:3]=[CH:4][C:5]([C:8]#[N:9])=[N:6][CH:7]=1.[H-].[Na+].[Cl:12][C:13]([F:24])([F:23])[C:14](O[C:14](=[O:15])[C:13]([F:24])([F:23])[Cl:12])=[O:15]. Given the product [Cl:12][C:13]([F:24])([F:23])[C:14]([NH:1][C:2]1[CH:7]=[N:6][C:5]([C:8]#[N:9])=[CH:4][CH:3]=1)=[O:15], predict the reactants needed to synthesize it. (4) The reactants are: Cl[CH2:2][CH2:3][CH2:4][C:5]1[N:17]=[C:16]2[N:7]([C:8]([NH2:20])=[N:9][C:10]3[C:11]([O:18][CH3:19])=[CH:12][CH:13]=[CH:14][C:15]=32)[N:6]=1.[N:21]1[CH:26]=[CH:25][CH:24]=[C:23]2[CH2:27][NH:28][CH2:29][C:22]=12. Given the product [N:21]1[CH:26]=[CH:25][CH:24]=[C:23]2[CH2:27][N:28]([CH2:2][CH2:3][CH2:4][C:5]3[N:17]=[C:16]4[N:7]([C:8]([NH2:20])=[N:9][C:10]5[C:11]([O:18][CH3:19])=[CH:12][CH:13]=[CH:14][C:15]=54)[N:6]=3)[CH2:29][C:22]=12, predict the reactants needed to synthesize it. (5) Given the product [F:1][C:2]1[CH:3]=[C:4]([CH:10]([CH3:14])[C:11]([OH:13])=[O:12])[CH:5]=[CH:6][C:7]=1[S:8][CH3:9], predict the reactants needed to synthesize it. The reactants are: [F:1][C:2]1[CH:3]=[C:4]([CH2:10][C:11]([OH:13])=[O:12])[CH:5]=[CH:6][C:7]=1[S:8][CH3:9].[CH3:14][Si]([N-][Si](C)(C)C)(C)C.[Li+].CI.C(OCC)(=O)C.CCCCCC. (6) Given the product [CH2:22]([N:29]([CH2:30][CH2:31][O:32][CH3:33])[C:19]([C:16]1[CH:15]=[CH:14][C:13]2[C:18](=[C:9]([C:6]3[CH:5]=[CH:4][C:3]([O:2][CH3:1])=[CH:8][CH:7]=3)[CH:10]=[N:11][CH:12]=2)[N:17]=1)=[O:20])[C:23]1[CH:28]=[CH:27][CH:26]=[CH:25][CH:24]=1, predict the reactants needed to synthesize it. The reactants are: [CH3:1][O:2][C:3]1[CH:8]=[CH:7][C:6]([C:9]2[CH:10]=[N:11][CH:12]=[C:13]3[C:18]=2[N:17]=[C:16]([C:19](O)=[O:20])[CH:15]=[CH:14]3)=[CH:5][CH:4]=1.[CH2:22]([NH:29][CH2:30][CH2:31][O:32][CH3:33])[C:23]1[CH:28]=[CH:27][CH:26]=[CH:25][CH:24]=1.O.ON1C2C=CC=CC=2N=N1.Cl.CN(C)CCCN=C=NCC. (7) The reactants are: [Cl:1][C:2]1[CH:7]=[CH:6][C:5]([NH:8][C:9]2[N:17]=[C:16]([NH:18][NH2:19])[N:15]=[C:14]3[C:10]=2[N:11]=[CH:12][N:13]3[CH3:20])=[CH:4][CH:3]=1.[CH3:21][CH2:22][O:23][C:24]([C:26]([CH2:28][C:29]([CH3:31])=O)=O)=[O:25]. Given the product [CH2:22]([O:23][C:24]([C:26]1[CH:28]=[C:29]([CH3:31])[N:18]([C:16]2[N:15]=[C:14]3[C:10]([N:11]=[CH:12][N:13]3[CH3:20])=[C:9]([NH:8][C:5]3[CH:6]=[CH:7][C:2]([Cl:1])=[CH:3][CH:4]=3)[N:17]=2)[N:19]=1)=[O:25])[CH3:21], predict the reactants needed to synthesize it. (8) Given the product [Br:24][C:9]1[CH:8]=[C:7]([CH:12]=[C:11]([O:13][CH3:14])[C:10]=1[O:15][CH2:16][CH2:17][CH2:18][CH2:19][CH2:20][CH2:21][CH2:22][CH3:23])[CH2:6][NH2:25], predict the reactants needed to synthesize it. The reactants are: S(O[CH2:6][C:7]1[CH:12]=[C:11]([O:13][CH3:14])[C:10]([O:15][CH2:16][CH2:17][CH2:18][CH2:19][CH2:20][CH2:21][CH2:22][CH3:23])=[C:9]([Br:24])[CH:8]=1)(=O)(=O)C.[NH3:25]. (9) Given the product [F:19][C:4]1[CH:3]=[C:2]([B:23]2[O:24][C:25]([CH3:27])([CH3:26])[C:21]([CH3:37])([CH3:20])[O:22]2)[CH:7]=[CH:6][C:5]=1[C:8]1([NH:11][C:12](=[O:18])[O:13][C:14]([CH3:17])([CH3:16])[CH3:15])[CH2:10][CH2:9]1, predict the reactants needed to synthesize it. The reactants are: Br[C:2]1[CH:7]=[CH:6][C:5]([C:8]2([NH:11][C:12](=[O:18])[O:13][C:14]([CH3:17])([CH3:16])[CH3:15])[CH2:10][CH2:9]2)=[C:4]([F:19])[CH:3]=1.[CH3:20][C:21]1([CH3:37])[C:25]([CH3:27])([CH3:26])[O:24][B:23]([B:23]2[O:24][C:25]([CH3:27])([CH3:26])[C:21]([CH3:37])([CH3:20])[O:22]2)[O:22]1.CC([O-])=O.[K+].C(Cl)Cl.